This data is from Full USPTO retrosynthesis dataset with 1.9M reactions from patents (1976-2016). The task is: Predict the reactants needed to synthesize the given product. (1) Given the product [OH:9][CH2:10][C:11]1[N:15]([CH2:16][CH2:17][CH3:18])[CH:14]=[N:13][N:12]=1, predict the reactants needed to synthesize it. The reactants are: [N+]([O-])(O)=O.N([O-])=O.[Na+].[OH:9][CH2:10][C:11]1[N:15]([CH2:16][CH2:17][CH3:18])[C:14](S)=[N:13][N:12]=1.C(=O)([O-])[O-].[Na+].[Na+]. (2) Given the product [C:33]1([C:7]2[C:15]3[CH2:14][CH2:13][N:12]([C:16]([O:18][C:19]([CH3:22])([CH3:21])[CH3:20])=[O:17])[CH2:11][C:10]=3[N:9]([CH2:23][O:24][CH2:25][CH2:26][Si:27]([CH3:30])([CH3:28])[CH3:29])[N:8]=2)[CH:38]=[CH:37][CH:36]=[CH:35][CH:34]=1, predict the reactants needed to synthesize it. The reactants are: FC(F)(F)S(O[C:7]1[C:15]2[CH2:14][CH2:13][N:12]([C:16]([O:18][C:19]([CH3:22])([CH3:21])[CH3:20])=[O:17])[CH2:11][C:10]=2[N:9]([CH2:23][O:24][CH2:25][CH2:26][Si:27]([CH3:30])([CH3:29])[CH3:28])[N:8]=1)(=O)=O.[C:33]1(B(O)O)[CH:38]=[CH:37][CH:36]=[CH:35][CH:34]=1.P([O-])([O-])([O-])=O.[K+].[K+].[K+]. (3) Given the product [Cl:1][C:2]1[CH:3]=[CH:4][C:5]([S:8]([N:11]([CH2:20][C:21]2[CH:26]=[C:25]([F:27])[C:24]([C:28]3[N:36]=[CH:39][O:33][N:29]=3)=[CH:23][C:22]=2[F:30])[C@@H:12]2[CH2:17][CH2:16][CH2:15][CH2:14][C@H:13]2[CH2:18][OH:19])(=[O:10])=[O:9])=[CH:6][CH:7]=1, predict the reactants needed to synthesize it. The reactants are: [Cl:1][C:2]1[CH:7]=[CH:6][C:5]([S:8]([N:11]([CH2:20][C:21]2[CH:26]=[C:25]([F:27])[C:24]([C:28]#[N:29])=[CH:23][C:22]=2[F:30])[C@@H:12]2[CH2:17][CH2:16][CH2:15][CH2:14][C@H:13]2[CH2:18][OH:19])(=[O:10])=[O:9])=[CH:4][CH:3]=1.Cl.N[OH:33].C([N:36]([CH2:39]C)CC)C. (4) The reactants are: [CH:1]1([B:4]([C:6]2[CH:11]=[CH:10][CH:9]=[C:8]([C:12]3[O:13][CH2:14][C:15]([CH3:18])([CH3:17])[N:16]=3)[CH:7]=2)[OH:5])[CH2:3][CH2:2]1.O[C:20]1[CH:21]=[CH:22][CH:23]=[C:24]2[C:29]=1[N:28]=[CH:27][CH:26]=[CH:25]2. Given the product [N:28]1[C:29]2[C:24](=[CH:23][CH:22]=[CH:21][C:20]=2[O:5][B:4]([CH:1]2[CH2:3][CH2:2]2)[C:6]2[CH:11]=[CH:10][CH:9]=[C:8]([C:12]3[O:13][CH2:14][C:15]([CH3:18])([CH3:17])[N:16]=3)[CH:7]=2)[CH:25]=[CH:26][CH:27]=1, predict the reactants needed to synthesize it. (5) Given the product [F:34][C:2]([F:1])([F:33])[C:3]1[CH:32]=[CH:31][C:6]([O:7][C:8]2[CH:9]=[C:10]([C:13]3[CH:18]=[CH:17][CH:16]=[C:15]([C:19]4([NH:23][C:24]([O:25][C:26]([CH3:28])([CH3:29])[CH3:27])=[O:30])[CH2:22][O:21][CH2:20]4)[CH:14]=3)[N:11]([CH2:48][C:42]([O:45][CH2:36][CH3:37])=[O:43])[N:12]=2)=[CH:5][CH:4]=1.[F:34][C:2]([F:1])([F:33])[C:3]1[CH:32]=[CH:31][C:6]([O:7][C:8]2[N:12]([CH2:36][C:37]3[N:38]=[CH:39][O:40][CH:41]=3)[N:11]=[C:10]([C:13]3[CH:14]=[C:15]([C:19]4([NH:23][C:24](=[O:30])[O:25][C:26]([CH3:28])([CH3:29])[CH3:27])[CH2:22][O:21][CH2:20]4)[CH:16]=[CH:17][CH:18]=3)[CH:9]=2)=[CH:5][CH:4]=1, predict the reactants needed to synthesize it. The reactants are: [F:1][C:2]([F:34])([F:33])[C:3]1[CH:32]=[CH:31][C:6]([O:7][C:8]2[NH:12][N:11]=[C:10]([C:13]3[CH:14]=[C:15]([C:19]4([NH:23][C:24](=[O:30])[O:25][C:26]([CH3:29])([CH3:28])[CH3:27])[CH2:22][O:21][CH2:20]4)[CH:16]=[CH:17][CH:18]=3)[CH:9]=2)=[CH:5][CH:4]=1.Cl[CH2:36][C:37]1[N:38]=[CH:39][O:40][CH:41]=1.[C:42]([O-:45])([O-])=[O:43].[K+].[K+].[CH3:48]N(C=O)C.